Dataset: Catalyst prediction with 721,799 reactions and 888 catalyst types from USPTO. Task: Predict which catalyst facilitates the given reaction. (1) Product: [Cl:1][C:2]1[N:7]=[CH:6][C:5]([N:8]([CH3:25])[C:9](=[O:24])[C:10]2[CH:15]=[C:14]([C:16]([F:17])([F:19])[F:18])[CH:13]=[C:12]([C:20]([F:21])([F:22])[F:23])[CH:11]=2)=[C:4]([C:36]2[C:35]([Cl:34])=[CH:40][N:39]=[C:38]([F:41])[CH:37]=2)[CH:3]=1. The catalyst class is: 243. Reactant: [Cl:1][C:2]1[N:7]=[CH:6][C:5]([N:8]([CH3:25])[C:9](=[O:24])[C:10]2[CH:15]=[C:14]([C:16]([F:19])([F:18])[F:17])[CH:13]=[C:12]([C:20]([F:23])([F:22])[F:21])[CH:11]=2)=[C:4](C2C=CC(F)=CC=2C)[CH:3]=1.[Cl:34][C:35]1[C:36](I)=[CH:37][C:38]([F:41])=[N:39][CH:40]=1. (2) Reactant: Br[C:2]1[CH:3]=[C:4]2[C:8](=[C:9]([C:11]([NH2:13])=[O:12])[CH:10]=1)[NH:7][CH:6]=[C:5]2[CH:14]1[CH2:19][CH2:18][N:17]([S:20]([CH2:23][CH3:24])(=[O:22])=[O:21])[CH2:16][CH2:15]1.C(=O)([O-])[O-].[Cs+].[Cs+].CC1(C)C(C)(C)OB([C:39]2[CH:44]=[CH:43][C:42]([NH:45][C:46](=[O:48])[CH3:47])=[CH:41][CH:40]=2)O1. Product: [C:46]([NH:45][C:42]1[CH:43]=[CH:44][C:39]([C:2]2[CH:3]=[C:4]3[C:8](=[C:9]([C:11]([NH2:13])=[O:12])[CH:10]=2)[NH:7][CH:6]=[C:5]3[CH:14]2[CH2:15][CH2:16][N:17]([S:20]([CH2:23][CH3:24])(=[O:22])=[O:21])[CH2:18][CH2:19]2)=[CH:40][CH:41]=1)(=[O:48])[CH3:47]. The catalyst class is: 73. (3) Reactant: B.[O:2]1[CH2:6][CH2:5][CH2:4][CH2:3]1.[CH3:7][OH:8]. Product: [O:2]1[C:6]2[C:3]([CH2:7][OH:8])=[CH:4][CH:5]=[CH:6][C:5]=2[CH2:4][CH2:3]1. The catalyst class is: 7. (4) Reactant: C(NC(C)C)(C)C.C([Li])CCC.CCCCCC.[C:19]([O:22][C:23]([CH3:26])([CH3:25])[CH3:24])(=[O:21])[CH3:20].[CH:27]([C:29]1[CH:38]=[CH:37][C:32]([C:33]([O:35][CH3:36])=[O:34])=[CH:31][CH:30]=1)=[O:28].C(O)(=O)C. Product: [C:23]([O:22][C:19]([CH2:20][CH:27]([C:29]1[CH:38]=[CH:37][C:32]([C:33]([O:35][CH3:36])=[O:34])=[CH:31][CH:30]=1)[OH:28])=[O:21])([CH3:26])([CH3:25])[CH3:24]. The catalyst class is: 7. (5) Reactant: [CH3:1][C:2]([CH3:7])=[CH:3][C:4](O)=[O:5].ClC(OCC)=O.C(N(CC)CC)C.[F:21][C:22]1[CH:28]=[CH:27][C:25]([NH2:26])=[CH:24][CH:23]=1. Product: [F:21][C:22]1[CH:28]=[CH:27][C:25]([NH:26][C:4](=[O:5])[CH:3]=[C:2]([CH3:7])[CH3:1])=[CH:24][CH:23]=1. The catalyst class is: 20. (6) The catalyst class is: 2. Reactant: ClC(N(C)C)=C(C)C.[Br:9][C:10]1[CH:23]=[C:22]2[C:13]([O:14][C:15]3[C:16]([F:41])=[CH:17][C:18]([O:39][CH3:40])=[CH:19][C:20]=3[C:21]2([NH:27][C:28]([NH:30][C:31](=[O:38])[C:32]2[CH:37]=[CH:36][CH:35]=[CH:34][CH:33]=2)=[S:29])[CH2:24][CH2:25]O)=[CH:12][CH:11]=1. Product: [Br:9][C:10]1[CH:23]=[C:22]2[C:13]([O:14][C:15]3[C:16]([F:41])=[CH:17][C:18]([O:39][CH3:40])=[CH:19][C:20]=3[C:21]32[CH2:24][CH2:25][S:29][C:28]([NH:30][C:31](=[O:38])[C:32]2[CH:33]=[CH:34][CH:35]=[CH:36][CH:37]=2)=[N:27]3)=[CH:12][CH:11]=1. (7) Reactant: Cl.[NH2:2][C:3]1[N:8]=[C:7]([O:9][CH2:10][CH2:11][CH2:12][CH3:13])[N:6]=[C:5]([N:14]([CH2:21][C:22]2[CH:27]=[CH:26][CH:25]=[C:24]([CH2:28][N:29]3[CH2:33][CH2:32][CH2:31][CH2:30]3)[CH:23]=2)[CH2:15][C:16]([O:18]CC)=O)[C:4]=1[N+:34]([O-])=O.C(O)(=O)C. Product: [NH2:2][C:3]1[C:4]2[NH:34][C:16](=[O:18])[CH2:15][N:14]([CH2:21][C:22]3[CH:27]=[CH:26][CH:25]=[C:24]([CH2:28][N:29]4[CH2:33][CH2:32][CH2:31][CH2:30]4)[CH:23]=3)[C:5]=2[N:6]=[C:7]([O:9][CH2:10][CH2:11][CH2:12][CH3:13])[N:8]=1. The catalyst class is: 739.